This data is from Reaction yield outcomes from USPTO patents with 853,638 reactions. The task is: Predict the reaction yield, written as a fraction of the theoretical maximum amount of product (1.0 means a 100% yield; for example, 0.34 means a 34% yield). (1) The reactants are C([N:8]1[CH2:25][C:12]2([CH2:17][CH2:16][N:15]([C:18]([O:20][C:21]([CH3:24])([CH3:23])[CH3:22])=[O:19])[CH2:14][CH2:13]2)[O:11][CH:10]([CH:26]=[CH2:27])[CH2:9]1)C1C=CC=CC=1.C([O-])=O.[NH4+]. The catalyst is CO.[OH-].[OH-].[Pd+2]. The product is [CH2:26]([CH:10]1[O:11][C:12]2([CH2:13][CH2:14][N:15]([C:18]([O:20][C:21]([CH3:22])([CH3:24])[CH3:23])=[O:19])[CH2:16][CH2:17]2)[CH2:25][NH:8][CH2:9]1)[CH3:27]. The yield is 0.960. (2) The reactants are [C:1]([O:10]C)(=O)[C:2]1[C:3](=[CH:5][CH:6]=[CH:7][CH:8]=1)[SH:4].[C:12]([C:14]1[CH:19]=[CH:18][C:17]([C:20]([F:23])([F:22])[F:21])=[CH:16][N:15]=1)#[N:13].C(N(CC)CC)C. The catalyst is C1(C)C=CC=CC=1. The product is [F:22][C:20]([F:21])([F:23])[C:17]1[CH:18]=[CH:19][C:14]([C:12]2[S:4][C:3]3[CH:5]=[CH:6][CH:7]=[CH:8][C:2]=3[C:1](=[O:10])[N:13]=2)=[N:15][CH:16]=1. The yield is 0.230. (3) The reactants are [CH2:1]([O:3][C:4](=[O:27])[CH2:5][CH:6]([C:11]1[C:16](Br)=[CH:15][C:14]([F:18])=[C:13]([N:19]=[N:20][N:21]2[CH2:25][CH2:24][CH2:23][CH2:22]2)[C:12]=1[F:26])[CH2:7][N+:8]([O-])=O)[CH3:2]. The catalyst is CCN(CC)CC.C(O)C.[Ni]. The product is [CH2:1]([O:3][C:4](=[O:27])[CH2:5][CH:6]([C:11]1[CH:16]=[CH:15][C:14]([F:18])=[C:13]([N:19]=[N:20][N:21]2[CH2:22][CH2:23][CH2:24][CH2:25]2)[C:12]=1[F:26])[CH2:7][NH2:8])[CH3:2]. The yield is 0.760. (4) The reactants are [Br:1][C:2]1[CH:3]=[CH:4][C:5]([C:8](=O)[CH2:9][CH2:10][C:11](=O)[CH:12]([C:20]2[CH:25]=[CH:24][C:23]([S:26]([CH3:29])(=[O:28])=[O:27])=[CH:22][CH:21]=2)[CH2:13][CH:14]2[CH2:19][CH2:18][O:17][CH2:16][CH2:15]2)=[N:6][CH:7]=1.C([O-])(=O)C.[NH4+:36]. The catalyst is C(O)(=O)C.C(OCC)(=O)C. The product is [Br:1][C:2]1[CH:3]=[CH:4][C:5]([C:8]2[NH:36][C:11]([CH:12]([C:20]3[CH:25]=[CH:24][C:23]([S:26]([CH3:29])(=[O:28])=[O:27])=[CH:22][CH:21]=3)[CH2:13][CH:14]3[CH2:19][CH2:18][O:17][CH2:16][CH2:15]3)=[CH:10][CH:9]=2)=[N:6][CH:7]=1. The yield is 0.860. (5) The yield is 0.870. The product is [CH:44]1([C:28]2[C:29]3[CH:30]=[CH:31][C:32]4[C:35](=[O:36])[NH:7][S:4](=[O:6])(=[O:5])[CH2:1][CH:2]=[CH:3][CH2:20][CH2:19][NH:23][C:24](=[O:76])[CH2:25][N:26]([C:34]=3[CH:33]=4)[C:27]=2[C:50]2[CH:55]=[CH:54][C:53]([O:56][CH2:57][C:58]3[CH:63]=[C:62]([N:64]4[CH2:68][CH2:67][CH2:66][C:65]4=[O:69])[CH:61]=[CH:60][C:59]=3[N:70]3[CH2:71][CH2:72][O:73][CH2:74][CH2:75]3)=[CH:52][CH:51]=2)[CH2:49][CH2:48][CH2:47][CH2:46][CH2:45]1. The catalyst is CN(C=O)C.CN(C)C1C=CN=CC=1.[Cl-].[Na+].O. The reactants are [CH2:1]([S:4]([NH2:7])(=[O:6])=[O:5])[CH:2]=[CH2:3].C(N=C=NCCCN(C)C)C.[CH2:19]([NH:23][C:24](=[O:76])[CH2:25][N:26]1[C:34]2[C:29](=[CH:30][CH:31]=[C:32]([C:35](NS(CC=C)(=O)=O)=[O:36])[CH:33]=2)[C:28]([CH:44]2[CH2:49][CH2:48][CH2:47][CH2:46][CH2:45]2)=[C:27]1[C:50]1[CH:55]=[CH:54][C:53]([O:56][CH2:57][C:58]2[CH:63]=[C:62]([N:64]3[CH2:68][CH2:67][CH2:66][C:65]3=[O:69])[CH:61]=[CH:60][C:59]=2[N:70]2[CH2:75][CH2:74][O:73][CH2:72][CH2:71]2)=[CH:52][CH:51]=1)[CH2:20]C=C.